Predict which catalyst facilitates the given reaction. From a dataset of Catalyst prediction with 721,799 reactions and 888 catalyst types from USPTO. (1) The catalyst class is: 19. Product: [CH2:20]([C:16]1[CH:17]=[C:18]2[C:13](=[CH:14][CH:15]=1)[CH2:12][C@H:11]([NH2:10])[CH2:19]2)[CH:21]([CH3:23])[CH3:22]. Reactant: C(OC(=O)[NH:10][C@@H:11]1[CH2:19][C:18]2[C:13](=[CH:14][CH:15]=[C:16]([CH2:20][CH:21]([CH3:23])[CH3:22])[CH:17]=2)[CH2:12]1)C1C=CC=CC=1. (2) Reactant: Cl.[CH2:2]([O:4][CH2:5][CH:6]1[CH2:11][CH2:10][CH2:9][NH:8][CH2:7]1)[CH3:3].[C:12]([O:16][C:17](=[O:27])[NH:18][C@@H:19]1[CH2:24][CH2:23][CH2:22][CH2:21][C@H:20]1[CH:25]=O)([CH3:15])([CH3:14])[CH3:13].C(O[BH-](OC(=O)C)OC(=O)C)(=O)C.[Na+]. Product: [C:12]([O:16][C:17](=[O:27])[NH:18][C@@H:19]1[CH2:24][CH2:23][CH2:22][CH2:21][C@H:20]1[CH2:25][N:8]1[CH2:9][CH2:10][CH2:11][CH:6]([CH2:5][O:4][CH2:2][CH3:3])[CH2:7]1)([CH3:15])([CH3:13])[CH3:14]. The catalyst class is: 4. (3) Reactant: [C:1]([C:3]1[CH:4]=[C:5]([CH:25]=[CH:26][C:27]=1[O:28][C:29]1[CH:34]=[CH:33][N:32]=[C:31]([C:35]([F:38])([F:37])[F:36])[CH:30]=1)[CH2:6][O:7][C:8]1[CH:9]=[C:10]2[N:17](C(OC(C)(C)C)=O)[CH2:16][CH2:15][N:11]2[C:12](=[O:14])[N:13]=1)#[N:2]. Product: [O:14]=[C:12]1[N:11]2[CH2:15][CH2:16][NH:17][C:10]2=[CH:9][C:8]([O:7][CH2:6][C:5]2[CH:25]=[CH:26][C:27]([O:28][C:29]3[CH:34]=[CH:33][N:32]=[C:31]([C:35]([F:37])([F:38])[F:36])[CH:30]=3)=[C:3]([CH:4]=2)[C:1]#[N:2])=[N:13]1. The catalyst class is: 3. (4) Reactant: Cl[C:2]1[N:7]=[C:6]([NH:8][CH:9]2[CH2:14][CH2:13][N:12]([C:15]3[N:20]=N[C:18]([C:21]#[N:22])=[CH:17][CH:16]=3)[CH2:11][CH2:10]2)[C:5]([Cl:23])=[CH:4][N:3]=1.[NH2:24][C:25]1[CH:29]=[C:28]([C:30]([OH:33])([CH3:32])[CH3:31])[N:27]([CH3:34])[N:26]=1.[CH:35]1C=CC(P(C2C(C3C(P(C4C=CC=CC=4)C4C=CC=CC=4)=CC=C4C=3C=CC=C4)=C3C(C=CC=C3)=CC=2)C2C=CC=CC=2)=CC=1.C(=O)([O-])[O-].[Cs+].[Cs+]. Product: [Cl:23][C:5]1[C:6]([NH:8][CH:9]2[CH2:14][CH2:13][N:12]([C:15]3[CH:16]=[CH:17][C:18]([C:21]#[N:22])=[CH:35][N:20]=3)[CH2:11][CH2:10]2)=[N:7][C:2]([NH:24][C:25]2[CH:29]=[C:28]([C:30]([OH:33])([CH3:31])[CH3:32])[N:27]([CH3:34])[N:26]=2)=[N:3][CH:4]=1. The catalyst class is: 231.